This data is from Full USPTO retrosynthesis dataset with 1.9M reactions from patents (1976-2016). The task is: Predict the reactants needed to synthesize the given product. Given the product [CH3:8][S:9]([O:32][CH2:31][CH2:30][CH2:29][O:28][CH2:27][C:26]([CH2:33][O:34][C:35]([C:36]([F:39])([F:38])[F:37])([C:40]([F:41])([F:42])[F:43])[C:44]([F:47])([F:46])[F:45])([CH2:48][O:49][C:50]([C:51]([F:52])([F:53])[F:54])([C:55]([F:56])([F:57])[F:58])[C:59]([F:60])([F:61])[F:62])[CH2:25][O:24][C:15]([C:16]([F:19])([F:18])[F:17])([C:20]([F:23])([F:22])[F:21])[C:14]([F:63])([F:64])[F:13])(=[O:11])=[O:10], predict the reactants needed to synthesize it. The reactants are: C(N(CC)CC)C.[CH3:8][S:9](Cl)(=[O:11])=[O:10].[F:13][C:14]([F:64])([F:63])[C:15]([O:24][CH2:25][C:26]([CH2:48][O:49][C:50]([C:59]([F:62])([F:61])[F:60])([C:55]([F:58])([F:57])[F:56])[C:51]([F:54])([F:53])[F:52])([CH2:33][O:34][C:35]([C:44]([F:47])([F:46])[F:45])([C:40]([F:43])([F:42])[F:41])[C:36]([F:39])([F:38])[F:37])[CH2:27][O:28][CH2:29][CH2:30][CH2:31][OH:32])([C:20]([F:23])([F:22])[F:21])[C:16]([F:19])([F:18])[F:17].C(Cl)Cl.